Regression. Given a peptide amino acid sequence and an MHC pseudo amino acid sequence, predict their binding affinity value. This is MHC class II binding data. From a dataset of Peptide-MHC class II binding affinity with 134,281 pairs from IEDB. (1) The peptide sequence is TLTAFGFASADLIEI. The MHC is H-2-IAb with pseudo-sequence H-2-IAb. The binding affinity (normalized) is 0.275. (2) The peptide sequence is LKGTFTYNKMTCLIL. The MHC is DRB1_1501 with pseudo-sequence DRB1_1501. The binding affinity (normalized) is 0.442. (3) The MHC is HLA-DQA10501-DQB10301 with pseudo-sequence HLA-DQA10501-DQB10301. The binding affinity (normalized) is 0.301. The peptide sequence is EDLVRAYHAMSRTHE.